Dataset: Full USPTO retrosynthesis dataset with 1.9M reactions from patents (1976-2016). Task: Predict the reactants needed to synthesize the given product. (1) Given the product [Si:2]([O:19][C@H:20]([C:27]1[S:28][CH:29]=[CH:30][N:31]=1)[C@H:21]1[CH2:26][CH2:25][CH2:24][NH:23][CH2:22]1)([C:15]([CH3:18])([CH3:17])[CH3:16])([C:9]1[CH:10]=[CH:11][CH:12]=[CH:13][CH:14]=1)[C:3]1[CH:8]=[CH:7][CH:6]=[CH:5][CH:4]=1, predict the reactants needed to synthesize it. The reactants are: Cl.[Si:2]([O:19][C@H:20]([C:27]1[S:28][CH:29]=[CH:30][N:31]=1)[C@H:21]1[CH2:26][CH2:25][CH2:24][NH2+:23][CH2:22]1)([C:15]([CH3:18])([CH3:17])[CH3:16])([C:9]1[CH:14]=[CH:13][CH:12]=[CH:11][CH:10]=1)[C:3]1[CH:8]=[CH:7][CH:6]=[CH:5][CH:4]=1.[OH-].[Na+].C(OCC)(=O)C. (2) The reactants are: [NH2:1][C:2]1[CH:10]=[C:9]([N:11]2[CH2:16][CH2:15][O:14][CH2:13][CH2:12]2)[CH:8]=[CH:7][C:3]=1[C:4]([OH:6])=O.C(O)(=O)C.[CH:21](N)=[NH:22]. Given the product [N:11]1([C:9]2[CH:10]=[C:2]3[C:3]([C:4](=[O:6])[NH:22][CH:21]=[N:1]3)=[CH:7][CH:8]=2)[CH2:16][CH2:15][O:14][CH2:13][CH2:12]1, predict the reactants needed to synthesize it. (3) Given the product [NH2:12][C:8]1[CH:9]=[CH:10][CH:11]=[C:4]([O:3][CH:2]([F:1])[F:15])[C:5]=1[C:6]#[N:7], predict the reactants needed to synthesize it. The reactants are: [F:1][CH:2]([F:15])[O:3][C:4]1[CH:11]=[CH:10][CH:9]=[C:8]([N+:12]([O-])=O)[C:5]=1[C:6]#[N:7].[Sn](Cl)Cl.Cl.[OH-].[Na+]. (4) Given the product [C:1]([O:5][C@@H:6]([C:12]1[C:32]([CH3:33])=[CH:31][C:15]2[N:16]=[C:17]([C:19]3[CH:24]=[CH:23][CH:22]=[C:21]([C:25]4[CH:26]=[N:27][CH:28]=[N:29][CH:30]=4)[CH:20]=3)[S:18][C:14]=2[C:13]=1[C:34]1[CH:35]=[CH:36][C:37]([Cl:40])=[CH:38][CH:39]=1)[C:7]([OH:9])=[O:8])([CH3:4])([CH3:2])[CH3:3], predict the reactants needed to synthesize it. The reactants are: [C:1]([O:5][C@@H:6]([C:12]1[C:32]([CH3:33])=[CH:31][C:15]2[N:16]=[C:17]([C:19]3[CH:24]=[CH:23][CH:22]=[C:21]([C:25]4[CH:26]=[N:27][CH:28]=[N:29][CH:30]=4)[CH:20]=3)[S:18][C:14]=2[C:13]=1[C:34]1[CH:39]=[CH:38][C:37]([Cl:40])=[CH:36][CH:35]=1)[C:7]([O:9]CC)=[O:8])([CH3:4])([CH3:3])[CH3:2].[OH-].[Na+]. (5) Given the product [O:11]=[C:10]1[CH:9]([C:8]([O:7][CH2:5][CH3:6])=[O:22])[C:17](=[O:19])[C:14]2([CH2:15][CH2:16]2)[CH2:13][NH:12]1, predict the reactants needed to synthesize it. The reactants are: [O-]CC.[Na+].[CH2:5]([O:7][C:8](=[O:22])[CH2:9][C:10]([NH:12][CH2:13][C:14]1([C:17]([O:19]CC)=O)[CH2:16][CH2:15]1)=[O:11])[CH3:6]. (6) Given the product [F:22][C:20]([F:21])([F:23])[C:16]1[CH:15]=[C:14]([C:13]2[C:7]3[O:6][CH:5]([CH2:4][NH2:1])[CH2:9][C:8]=3[CH:10]=[CH:11][CH:12]=2)[CH:19]=[CH:18][CH:17]=1, predict the reactants needed to synthesize it. The reactants are: [N:1]([CH2:4][CH:5]1[CH2:9][C:8]2[CH:10]=[CH:11][CH:12]=[C:13]([C:14]3[CH:19]=[CH:18][CH:17]=[C:16]([C:20]([F:23])([F:22])[F:21])[CH:15]=3)[C:7]=2[O:6]1)=[N+]=[N-].